Predict the product of the given reaction. From a dataset of Forward reaction prediction with 1.9M reactions from USPTO patents (1976-2016). (1) Given the reactants [N:1]([CH2:4][CH2:5][CH:6]1[CH2:8][CH:7]1[CH:9]1[CH2:14][CH2:13][N:12]([C:15]2[N:20]=[CH:19][C:18]([Cl:21])=[CH:17][N:16]=2)[CH2:11][CH2:10]1)=[N+]=[N-].C1C=CC(P(C2C=CC=CC=2)C2C=CC=CC=2)=CC=1.O, predict the reaction product. The product is: [Cl:21][C:18]1[CH:17]=[N:16][C:15]([N:12]2[CH2:13][CH2:14][CH:9]([CH:7]3[CH2:8][CH:6]3[CH2:5][CH2:4][NH2:1])[CH2:10][CH2:11]2)=[N:20][CH:19]=1. (2) Given the reactants [C:1]([O:5][C:6]([NH:8][C@@H:9]([CH2:13][NH:14][C:15]1[CH:20]=[CH:19][CH:18]=[CH:17][C:16]=1[N+:21]([O-])=O)[C:10]([OH:12])=[O:11])=[O:7])([CH3:4])([CH3:3])[CH3:2], predict the reaction product. The product is: [NH2:21][C:16]1[CH:17]=[CH:18][CH:19]=[CH:20][C:15]=1[NH:14][CH2:13][C@H:9]([NH:8][C:6]([O:5][C:1]([CH3:4])([CH3:3])[CH3:2])=[O:7])[C:10]([OH:12])=[O:11]. (3) Given the reactants [H-].[Na+].ClC1C2N=C(CC(F)(F)F)[N:9](Cl)C=2C=CC=1.[Cl:19][C:20]1[CH:21]=[C:22]2[C:26](=[CH:27][C:28]=1[Cl:29])[NH:25][C:24]([CH2:30][C:31]([F:34])([F:33])[F:32])=C2.Br[CH2:36][C:37]1[CH:42]=[CH:41][C:40]([C:43]#[N:44])=[CH:39][CH:38]=1.[NH4+].[Cl-], predict the reaction product. The product is: [Cl:29][C:28]1[C:20]([Cl:19])=[CH:21][C:22]2[N:9]([CH2:36][C:37]3[CH:42]=[CH:41][C:40]([C:43]#[N:44])=[CH:39][CH:38]=3)[C:24]([CH2:30][C:31]([F:32])([F:33])[F:34])=[N:25][C:26]=2[CH:27]=1.